The task is: Predict which catalyst facilitates the given reaction.. This data is from Catalyst prediction with 721,799 reactions and 888 catalyst types from USPTO. (1) Reactant: [F:1][C:2]1([F:16])[O:6][C:5]2[CH:7]=[C:8]([N+:13]([O-])=O)[C:9]([O:11][CH3:12])=[CH:10][C:4]=2[O:3]1.[H][H]. Product: [F:16][C:2]1([F:1])[O:3][C:4]2[CH:10]=[C:9]([O:11][CH3:12])[C:8]([NH2:13])=[CH:7][C:5]=2[O:6]1. The catalyst class is: 78. (2) Reactant: [C:1]([C:3]1[CH:4]=[C:5]([C:9]2[C:10]([OH:23])=[C:11]3[C:16](=[C:17]([CH3:19])[CH:18]=2)[NH:15][C:14]([CH3:21])([CH3:20])[CH2:13][CH:12]3[CH3:22])[CH:6]=[CH:7][CH:8]=1)#[N:2].I[CH3:25].[F-].[Cs+]. The catalyst class is: 18. Product: [C:1]([C:3]1[CH:4]=[C:5]([C:9]2[C:10]([O:23][CH3:25])=[C:11]3[C:16](=[C:17]([CH3:19])[CH:18]=2)[NH:15][C:14]([CH3:20])([CH3:21])[CH2:13][CH:12]3[CH3:22])[CH:6]=[CH:7][CH:8]=1)#[N:2]. (3) Reactant: [Cl:1][C:2]1[CH:3]=[C:4]([O:8][C:9]2[CH:10]=[C:11]([CH:14]=[C:15]([N+:17]([O-])=O)[CH:16]=2)[C:12]#[N:13])[CH:5]=[N:6][CH:7]=1.O.C([O-])([O-])=O.[Na+].[Na+]. Product: [NH2:17][C:15]1[CH:14]=[C:11]([CH:10]=[C:9]([O:8][C:4]2[CH:5]=[N:6][CH:7]=[C:2]([Cl:1])[CH:3]=2)[CH:16]=1)[C:12]#[N:13]. The catalyst class is: 180. (4) Reactant: [C:1](Cl)(=O)[C:2]([Cl:4])=[O:3].[F:7][C:8]1[CH:13]=[CH:12][C:11]([C@@H:14]2[CH2:19][C:18](=[O:20])[NH:17][CH:16]=C2C(O)=O)=[CH:10][CH:9]=1. Product: [F:7][C:8]1[CH:9]=[CH:10][C:11]([C@@H:14]2[CH2:19][C:18](=[O:20])[NH:17][CH:16]=[C:1]2[C:2]([Cl:4])=[O:3])=[CH:12][CH:13]=1. The catalyst class is: 139. (5) Reactant: C([N:20]1[CH:24]=[C:23]([C:25]2[C:26]([NH2:32])=[N:27][C:28]([NH2:31])=[CH:29][CH:30]=2)[CH:22]=[N:21]1)(C1C=CC=CC=1)(C1C=CC=CC=1)C1C=CC=CC=1.FC(F)(F)C(O)=O. Product: [NH:20]1[CH:24]=[C:23]([C:25]2[C:26]([NH2:32])=[N:27][C:28]([NH2:31])=[CH:29][CH:30]=2)[CH:22]=[N:21]1. The catalyst class is: 2. (6) Reactant: [CH2:1]([O:3][P:4]([C:9]([C:11]([P:13]([O:18][CH2:19][CH3:20])([O:15][CH2:16][CH3:17])=[O:14])=[CH2:12])=[CH2:10])([O:6][CH2:7][CH3:8])=[O:5])[CH3:2].O.O.O.O.O.O.O.O.O.[S-2:30].[Na+].[Na+]. Product: [CH2:16]([O:15][P:13]([CH:11]1[CH:9]([P:4]([O:6][CH2:7][CH3:8])([O:3][CH2:1][CH3:2])=[O:5])[CH2:10][S:30][CH2:12]1)([O:18][CH2:19][CH3:20])=[O:14])[CH3:17]. The catalyst class is: 8. (7) Reactant: [F:1][C:2]1[C:3]([O:16][CH3:17])=[CH:4][CH:5]=[C:6]2[C:10]=1[C:9](=[C:11]([C:14]#[N:15])[C:12]#[N:13])[CH2:8][CH2:7]2.[CH3:18][Mg]Br.C(OCC)C. Product: [F:1][C:2]1[C:3]([O:16][CH3:17])=[CH:4][CH:5]=[C:6]2[C:10]=1[C:9]([CH:11]([C:12]#[N:13])[C:14]#[N:15])([CH3:18])[CH2:8][CH2:7]2. The catalyst class is: 356. (8) Reactant: N(C(OC(C)(C)C)=O)=NC(OC(C)(C)C)=O.C1(P(C2C=CC=CC=2)C2C=CC=CC=2)C=CC=CC=1.[CH3:36][C:37]1[CH:42]=[C:41]([CH2:43][OH:44])[CH:40]=[CH:39][N:38]=1.[F:45][C:46]1[CH:51]=[CH:50][C:49]([C:52]([N:54]2[CH2:59][CH2:58][N:57]3[N:60]=[C:61](O)[CH:62]=[C:56]3[CH2:55]2)=[O:53])=[CH:48][CH:47]=1. Product: [F:45][C:46]1[CH:47]=[CH:48][C:49]([C:52]([N:54]2[CH2:59][CH2:58][N:57]3[N:60]=[C:61]([O:44][CH2:43][C:41]4[CH:40]=[CH:39][N:38]=[C:37]([CH3:36])[CH:42]=4)[CH:62]=[C:56]3[CH2:55]2)=[O:53])=[CH:50][CH:51]=1. The catalyst class is: 1.